This data is from Kir2.1 potassium channel HTS with 301,493 compounds. The task is: Binary Classification. Given a drug SMILES string, predict its activity (active/inactive) in a high-throughput screening assay against a specified biological target. (1) The drug is S1C(=O)C(/N=C1SC)=C/c1c(F)cccc1. The result is 0 (inactive). (2) The molecule is O=C1C(C(CC=2NC(=O)CC(C12)c1cc(OC)c(O)cc1)C)C(OC)=O. The result is 0 (inactive).